Dataset: Reaction yield outcomes from USPTO patents with 853,638 reactions. Task: Predict the reaction yield, written as a fraction of the theoretical maximum amount of product (1.0 means a 100% yield; for example, 0.34 means a 34% yield). The reactants are [N:1]1[CH:6]=[CH:5][CH:4]=[CH:3][C:2]=1[C:7]1[N:11]=[C:10]([C:12]2[CH:17]=[C:16]([O:18][CH3:19])[CH:15]=[C:14]([C:20]([O:22]C)=[O:21])[CH:13]=2)[O:9][N:8]=1.[OH-].[Na+]. The catalyst is CO.O1CCCC1. The product is [N:1]1[CH:6]=[CH:5][CH:4]=[CH:3][C:2]=1[C:7]1[N:11]=[C:10]([C:12]2[CH:17]=[C:16]([O:18][CH3:19])[CH:15]=[C:14]([C:20]([OH:22])=[O:21])[CH:13]=2)[O:9][N:8]=1. The yield is 0.720.